Dataset: Catalyst prediction with 721,799 reactions and 888 catalyst types from USPTO. Task: Predict which catalyst facilitates the given reaction. (1) Reactant: [Br:1][C:2]1[CH:3]=[C:4]2[C:9](=[CH:10][CH:11]=1)[N:8]=[C:7](Cl)[CH:6]=[CH:5]2.[CH3:13][S-:14].[Na+]. Product: [Br:1][C:2]1[CH:3]=[C:4]2[C:9](=[CH:10][CH:11]=1)[N:8]=[C:7]([S:14][CH3:13])[CH:6]=[CH:5]2. The catalyst class is: 163. (2) Product: [NH2:30][C@H:27]1[CH2:28][CH2:29][C@H:24]([NH:31][C:2]2[CH:3]=[C:4]([NH:21][CH2:22][CH3:23])[C:5]3[N:6]([C:8]([C:11]([NH:13][C:14]4[CH:19]=[CH:18][N:17]=[CH:16][C:15]=4[F:20])=[O:12])=[CH:9][N:10]=3)[N:7]=2)[CH2:25][CH2:26]1. Reactant: Cl[C:2]1[CH:3]=[C:4]([NH:21][CH2:22][CH3:23])[C:5]2[N:6]([C:8]([C:11]([NH:13][C:14]3[CH:19]=[CH:18][N:17]=[CH:16][C:15]=3[F:20])=[O:12])=[CH:9][N:10]=2)[N:7]=1.[C@H:24]1([NH2:31])[CH2:29][CH2:28][C@H:27]([NH2:30])[CH2:26][CH2:25]1.CCN(C(C)C)C(C)C.C([O-])(O)=O.[Na+]. The catalyst class is: 179. (3) Reactant: N(C(OCC)=O)=NC(OCC)=O.C1(P(C2C=CC=CC=2)C2C=CC=CC=2)C=CC=CC=1.[CH:32]1[C:42]2[C:41](=[CH:43][CH2:44][CH2:45][OH:46])[C:40]3[CH:47]=[CH:48][CH:49]=[CH:50][C:39]=3[CH2:38][O:37][C:36]=2[CH:35]=[CH:34][CH:33]=1.[CH2:51]([O:53][CH:54]([CH2:60][C:61]1[CH:66]=[CH:65][C:64](O)=[CH:63][CH:62]=1)[C:55]([O:57][CH2:58][CH3:59])=[O:56])[CH3:52]. Product: [CH:32]1[C:42]2[C:41](=[CH:43][CH2:44][CH2:45][O:46][C:64]3[CH:63]=[CH:62][C:61]([CH2:60][CH:54]([O:53][CH2:51][CH3:52])[C:55]([O:57][CH2:58][CH3:59])=[O:56])=[CH:66][CH:65]=3)[C:40]3[CH:47]=[CH:48][CH:49]=[CH:50][C:39]=3[CH2:38][O:37][C:36]=2[CH:35]=[CH:34][CH:33]=1. The catalyst class is: 20. (4) Reactant: C1(C)C=CC=CC=1.S(Cl)([Cl:10])=O.[CH:12]1([CH2:15][O:16][C:17]2[CH:18]=[C:19]([CH:23]=[CH:24][C:25]=2[O:26][CH:27]([F:29])[F:28])[C:20](O)=[O:21])[CH2:14][CH2:13]1. Product: [CH:12]1([CH2:15][O:16][C:17]2[CH:18]=[C:19]([CH:23]=[CH:24][C:25]=2[O:26][CH:27]([F:29])[F:28])[C:20]([Cl:10])=[O:21])[CH2:14][CH2:13]1. The catalyst class is: 3. (5) The catalyst class is: 2. Product: [C:1]([O:5][C:6]([N:8]1[CH2:9][CH2:10][CH:11]([N:14]2[CH:18]=[C:17]([C:19]3[C:23]4[CH:24]=[N:25][C:26]([NH2:40])=[C:27]([O:28][C@@H:29]([C:31]5[C:36]([Cl:37])=[CH:35][CH:34]=[C:33]([F:38])[C:32]=5[Cl:39])[CH3:30])[C:22]=4[O:21][C:20]=3[Br:41])[CH:16]=[N:15]2)[CH2:12][CH2:13]1)=[O:7])([CH3:2])([CH3:3])[CH3:4]. Reactant: [C:1]([O:5][C:6]([N:8]1[CH2:13][CH2:12][CH:11]([N:14]2[CH:18]=[C:17]([C:19]3[C:23]4[CH:24]=[N:25][C:26]([NH2:40])=[C:27]([O:28][C@@H:29]([C:31]5[C:36]([Cl:37])=[CH:35][CH:34]=[C:33]([F:38])[C:32]=5[Cl:39])[CH3:30])[C:22]=4[O:21][CH:20]=3)[CH:16]=[N:15]2)[CH2:10][CH2:9]1)=[O:7])([CH3:4])([CH3:3])[CH3:2].[Br:41]Br. (6) The catalyst class is: 2. Product: [Cl:1][C:2]1[C:3]([N:9]=[C:16]=[S:17])=[N:4][C:5]([Cl:8])=[CH:6][CH:7]=1. Reactant: [Cl:1][C:2]1[C:3]([NH2:9])=[N:4][C:5]([Cl:8])=[CH:6][CH:7]=1.C(=O)([O-])[O-].[Na+].[Na+].[C:16](Cl)(Cl)=[S:17]. (7) Reactant: Cl.[C:2](Cl)(=[O:9])[C:3]1[CH:8]=[CH:7][CH:6]=[N:5][CH:4]=1.[CH3:11][O:12][C:13]1[C:18]([OH:19])=[CH:17][CH:16]=[C:15](/[CH:20]=[CH:21]/[C:22]([CH2:24][C:25](/[CH:27]=[CH:28]/[C:29]2[CH:37]=[C:34]([O:35][CH3:36])[C:32]([OH:33])=[CH:31][CH:30]=2)=[O:26])=[O:23])[CH:14]=1.O/C(/C=C/C1C=CC(O)=C(OC)C=1)=C\C(=O)/C=C/C1C=CC(O)=C(OC)C=1.N1C=CC=CC=1. Product: [C:2]([O:19][C:18]1[CH:17]=[CH:16][C:15](/[CH:20]=[CH:21]/[C:22](=[O:23])/[CH:24]=[C:25](\[OH:26])/[CH:27]=[CH:28]/[C:29]2[CH:30]=[CH:31][C:32]([OH:33])=[C:34]([O:35][CH3:36])[CH:37]=2)=[CH:14][C:13]=1[O:12][CH3:11])(=[O:9])[C:3]1[CH:8]=[CH:7][CH:6]=[N:5][CH:4]=1. The catalyst class is: 49. (8) Reactant: [CH3:1][C:2]([C:4]1[CH:5]=[CH:6][C:7]([OH:10])=[CH:8][CH:9]=1)=[O:3].[CH3:11][O:12][C:13]1[CH:20]=[CH:19][C:16]([CH:17]=O)=[CH:15][CH:14]=1.[OH-].[Na+]. Product: [OH:10][C:7]1[CH:8]=[CH:9][C:4]([C:2](=[O:3])[CH:1]=[CH:17][C:16]2[CH:19]=[CH:20][C:13]([O:12][CH3:11])=[CH:14][CH:15]=2)=[CH:5][CH:6]=1. The catalyst class is: 5.